This data is from Forward reaction prediction with 1.9M reactions from USPTO patents (1976-2016). The task is: Predict the product of the given reaction. (1) Given the reactants [Br:1][C:2]1[C:11]2[C:6](=[CH:7][CH:8]=[C:9]([F:12])[CH:10]=2)[CH2:5][CH2:4][C:3]=1[CH:13]=[O:14].ClC1C(=O)C(C#N)=C(C#N)C(=O)C=1Cl, predict the reaction product. The product is: [Br:1][C:2]1[C:11]2[C:6](=[CH:7][CH:8]=[C:9]([F:12])[CH:10]=2)[CH:5]=[CH:4][C:3]=1[CH:13]=[O:14]. (2) Given the reactants [CH3:1][O:2][C:3]1[CH:4]=[C:5]2[C:10](=[CH:11][C:12]=1[O:13][CH2:14][CH2:15][O:16][CH3:17])[N:9]=[CH:8][N:7]=[C:6]2[S:18][C:19]1[CH:20]=[C:21]([CH:23]=[CH:24][CH:25]=1)[NH2:22].[CH:26]([C:29]1[O:33][N:32]=[C:31]([NH:34][C:35](=O)[O:36]C2C=CC=CC=2)[CH:30]=1)([CH3:28])[CH3:27], predict the reaction product. The product is: [CH:26]([C:29]1[O:33][N:32]=[C:31]([NH:34][C:35]([NH:22][C:21]2[CH:23]=[CH:24][CH:25]=[C:19]([S:18][C:6]3[C:5]4[C:10](=[CH:11][C:12]([O:13][CH2:14][CH2:15][O:16][CH3:17])=[C:3]([O:2][CH3:1])[CH:4]=4)[N:9]=[CH:8][N:7]=3)[CH:20]=2)=[O:36])[CH:30]=1)([CH3:28])[CH3:27].